From a dataset of Catalyst prediction with 721,799 reactions and 888 catalyst types from USPTO. Predict which catalyst facilitates the given reaction. (1) Reactant: [CH3:1][CH2:2][O:3][C:4]([CH:6](P(OCC)(OCC)=O)[F:7])=[O:5].C([Li])CCC.CCCCCC.[CH2:27]([O:34][C:35]1[CH:42]=[CH:41][C:38]([CH:39]=O)=[CH:37][CH:36]=1)[C:28]1[CH:33]=[CH:32][CH:31]=[CH:30][CH:29]=1.[Cl-].[NH4+]. Product: [CH2:27]([O:34][C:35]1[CH:36]=[CH:37][C:38](/[CH:39]=[C:6](\[F:7])/[C:4]([O:3][CH2:2][CH3:1])=[O:5])=[CH:41][CH:42]=1)[C:28]1[CH:29]=[CH:30][CH:31]=[CH:32][CH:33]=1. The catalyst class is: 7. (2) Reactant: [C:1]([OH:6])(=O)[CH:2]([CH3:4])[CH3:3].C(N(CC)CC)C.ON1C2C=CC=CC=2N=N1.Cl.C(N=C=NCCCN(C)C)C.[N:36]1([C:42]([O:44][C:45]([CH3:48])([CH3:47])[CH3:46])=[O:43])[CH2:41][CH2:40][NH:39][CH2:38][CH2:37]1. Product: [C:1]([N:39]1[CH2:38][CH2:37][N:36]([C:42]([O:44][C:45]([CH3:48])([CH3:47])[CH3:46])=[O:43])[CH2:41][CH2:40]1)(=[O:6])[CH:2]([CH3:4])[CH3:3]. The catalyst class is: 4. (3) Product: [C:1]([O:5][C:6](=[O:17])[C:7]1[CH:12]=[CH:11][C:10]([N:22]2[CH2:23][CH2:24][N:19]([CH3:18])[CH2:20][CH2:21]2)=[CH:9][C:8]=1[N+:14]([O-:16])=[O:15])([CH3:4])([CH3:3])[CH3:2]. Reactant: [C:1]([O:5][C:6](=[O:17])[C:7]1[CH:12]=[CH:11][C:10](F)=[CH:9][C:8]=1[N+:14]([O-:16])=[O:15])([CH3:4])([CH3:3])[CH3:2].[CH3:18][N:19]1[CH2:24][CH2:23][NH:22][CH2:21][CH2:20]1. The catalyst class is: 6. (4) Reactant: [F:1][C:2]1[CH:3]=[CH:4][C:5]([C:8]([C:10]2[C:19]([N+:20]([O-])=O)=[C:18]3[C:13]([CH:14]=[CH:15][CH:16]=[N:17]3)=[CH:12][CH:11]=2)=[O:9])=[N:6][CH:7]=1. Product: [F:1][C:2]1[CH:3]=[CH:4][C:5]([C:8]([C:10]2[C:19]([NH2:20])=[C:18]3[C:13]([CH:14]=[CH:15][CH:16]=[N:17]3)=[CH:12][CH:11]=2)=[O:9])=[N:6][CH:7]=1. The catalyst class is: 123. (5) Reactant: [NH2:1][C:2]1[C:11]2[N:10]=[CH:9][C:8]([CH2:12][CH2:13][C:14]3[CH:30]=[CH:29][C:17]([O:18][CH2:19][CH2:20][CH2:21][C:22]([P:25](=[O:28])([OH:27])[OH:26])([F:24])[F:23])=[CH:16][C:15]=3[CH3:31])=[CH:7][C:6]=2[C:5]2[CH:32]=[CH:33][C:34]([CH2:36][CH2:37][C:38]([O:40]CC)=[O:39])=[CH:35][C:4]=2[N:3]=1.[OH-].[Na+]. Product: [NH2:1][C:2]1[C:11]2[N:10]=[CH:9][C:8]([CH2:12][CH2:13][C:14]3[CH:30]=[CH:29][C:17]([O:18][CH2:19][CH2:20][CH2:21][C:22]([F:23])([F:24])[P:25]([OH:28])([OH:27])=[O:26])=[CH:16][C:15]=3[CH3:31])=[CH:7][C:6]=2[C:5]2[CH:32]=[CH:33][C:34]([CH2:36][CH2:37][C:38]([OH:40])=[O:39])=[CH:35][C:4]=2[N:3]=1. The catalyst class is: 8. (6) Reactant: [Cl:1][C:2]1[CH:3]=[C:4]2[C:8](=[CH:9][CH:10]=1)[NH:7][CH:6]=[C:5]2[CH2:11][CH2:12][NH:13][C:14](=[O:23])[C:15]1[CH:20]=[CH:19][C:18]([CH2:21]Cl)=[CH:17][CH:16]=1.[F:24][C:25]1[CH:26]=[C:27](B(O)O)[CH:28]=[CH:29][CH:30]=1.C(=O)([O-])[O-].[Na+].[Na+].[I-].[Na+]. The catalyst class is: 437. Product: [Cl:1][C:2]1[CH:3]=[C:4]2[C:8](=[CH:9][CH:10]=1)[NH:7][CH:6]=[C:5]2[CH2:11][CH2:12][NH:13][C:14](=[O:23])[C:15]1[CH:20]=[CH:19][C:18]([CH2:21][C:29]2[CH:28]=[CH:27][CH:26]=[C:25]([F:24])[CH:30]=2)=[CH:17][CH:16]=1.